From a dataset of Experimentally validated miRNA-target interactions with 360,000+ pairs, plus equal number of negative samples. Binary Classification. Given a miRNA mature sequence and a target amino acid sequence, predict their likelihood of interaction. (1) The miRNA is mmu-miR-669a-3p with sequence ACAUAACAUACACACACACGUAU. The protein sequence of the target gene is MSQSSRLCSGYYSLNRSFVEPFQCPQRGDGAALLYCCGFADLKYCCSEPGSYFPYKHSYMWSLSIGALVGLGIAALVLLAFVISVCVLCYLFLYTKPQRLDNGLKLQHLETSSTLEGNINRKAKGLNAVSNSTNETFYEADDGTQEKTMDITQINIAC. Result: 1 (interaction). (2) The miRNA is hsa-miR-6809-5p with sequence UGGCAAGGAAAGAAGAGGAUCA. The protein sequence of the target gene is MRLNIAIFFGALFGALGVLLFLVAFGSDYWLLATEVGRCSGEKNIENVTFHHEGFFWRCWFNGIVEENDSNIWKFWYTNQPPSKNCTHAYLSPYPFMRGEHNSTSYDSAVIYRGFWAVLMLLGVVAVVIASFLIICAAPFASHFLYKAGGGSYIAAGILFSLVVMLYVIWVQAVADMESYRNMKMKDCLDFTPSVLYGWSFFLAPAGIFFSLLAGLLFLVVGWHIQIHH. Result: 1 (interaction). (3) The miRNA is ath-miR396b-5p with sequence UUCCACAGCUUUCUUGAACUU. The protein sequence of the target gene is MVLADLGRKITSALRSLSNATIINEEVLNAMLKEVCTALLEADVNIKLVKQLRENVKSAIDLEEMASGLNKRKMIQHAVFKELVKLVDPGVKAWTPTKGKQNVIMFVGLQGSGKTTTCSKLAYYYQRKGWKTCLICADTFRAGAFDQLKQNATKARIPFYGSYTEMDPVIIASEGVEKFKNENFEIIIVDTSGRHKQEDSLFEEMLQVANAIQPDNIVYVMDASIGQACEAQAKAFKDKVDVASVIVTKLDGHAKGGGALSAVAATKSPIIFIGTGEHIDDFEPFKTQPFISKLLGMGDI.... Result: 0 (no interaction). (4) The protein sequence of the target gene is MAAKLLLLLCLFSGLHARSRRVEEDENEDSPSNQKWVLAPKSQDTDVTLILNKLLREYDKKLRPDIGIKPTVIDVDIYVNSIGPVSSINMEYQIDIFFAQTWTDSRLRFNSTMKILTLNSNMVGLIWIPDTIFRNSKTAEAHWITTPNQLLRIWNDGKILYTLRLTINAECQLQLHNFPMDAHACPLTFSSYGYPKEEMIYRWRKNSVEAADQKSWRLYQFDFMGLRNTTEIVTTSAGDYVVMTIYFELSRRMGYFTIQTYIPCILTVVLSWVSFWIKKDATPARTTLGITTVLTMTTLS.... Result: 0 (no interaction). The miRNA is hsa-miR-548ag with sequence AAAGGUAAUUGUGGUUUCUGC. (5) The miRNA is rno-miR-126a-3p with sequence UCGUACCGUGAGUAAUAAUGCG. The protein sequence of the target gene is MKGLLPLAWFLACSVPAVQGGLLDLKSMIEKVTGKNALTNYGFYGCYCGWGGRGTPKDGTDWCCWAHDHCYGRLEEKGCNIRTQSYKYRFAWGVVTCEPGPFCHVNLCACDRKLVYCLKRNLRSYNPQYQYFPNILCS. Result: 0 (no interaction).